This data is from Reaction yield outcomes from USPTO patents with 853,638 reactions. The task is: Predict the reaction yield, written as a fraction of the theoretical maximum amount of product (1.0 means a 100% yield; for example, 0.34 means a 34% yield). (1) The reactants are [Br:1][C:2]1[C:3](=[O:10])[NH:4][C:5](=O)[NH:6][C:7]=1[CH3:8].[Cl:11]C1NC(=O)C(C)=C(C)N=1. No catalyst specified. The product is [Br:1][C:2]1[C:3](=[O:10])[NH:4][C:5]([Cl:11])=[N:6][C:7]=1[CH3:8]. The yield is 0.630. (2) The reactants are Br[C:2]1[CH:23]=[CH:22][C:5]2[C:6]3[N:7]([CH:11]=[C:12]([C:14]4[N:18]([CH:19]([CH3:21])[CH3:20])[N:17]=[CH:16][N:15]=4)[N:13]=3)[CH2:8][CH2:9][O:10][C:4]=2[CH:3]=1.[C:24](=[O:31])([O:26][C:27]([CH3:30])([CH3:29])[CH3:28])[NH2:25].C(=O)([O-])[O-].[Cs+].[Cs+].C1(P(C2C=CC=CC=2)C2C3OC4C(=CC=CC=4P(C4C=CC=CC=4)C4C=CC=CC=4)C(C)(C)C=3C=CC=2)C=CC=CC=1. The catalyst is O1CCOCC1.C(Cl)Cl.C1C=CC(/C=C/C(/C=C/C2C=CC=CC=2)=O)=CC=1.C1C=CC(/C=C/C(/C=C/C2C=CC=CC=2)=O)=CC=1.C1C=CC(/C=C/C(/C=C/C2C=CC=CC=2)=O)=CC=1.[Pd].[Pd]. The product is [CH:19]([N:18]1[C:14]([C:12]2[N:13]=[C:6]3[C:5]4[CH:22]=[CH:23][C:2]([NH:25][C:24](=[O:31])[O:26][C:27]([CH3:30])([CH3:29])[CH3:28])=[CH:3][C:4]=4[O:10][CH2:9][CH2:8][N:7]3[CH:11]=2)=[N:15][CH:16]=[N:17]1)([CH3:21])[CH3:20]. The yield is 0.610.